Dataset: CYP2C19 inhibition data for predicting drug metabolism from PubChem BioAssay. Task: Regression/Classification. Given a drug SMILES string, predict its absorption, distribution, metabolism, or excretion properties. Task type varies by dataset: regression for continuous measurements (e.g., permeability, clearance, half-life) or binary classification for categorical outcomes (e.g., BBB penetration, CYP inhibition). Dataset: cyp2c19_veith. (1) The drug is CCCC1C(=O)N(c2ccccc2)C1c1ccccc1. The result is 1 (inhibitor). (2) The compound is O=C(CC(NS(=O)(=O)c1ccc(Cl)cc1)c1ccco1)NCc1ccco1. The result is 1 (inhibitor). (3) The drug is O=c1ccc(/C=C/c2ccccc2)n[nH]1. The result is 0 (non-inhibitor). (4) The compound is CN(C)Cc1ccccc1-c1cncnc1NC1CC1. The result is 0 (non-inhibitor).